From a dataset of Full USPTO retrosynthesis dataset with 1.9M reactions from patents (1976-2016). Predict the reactants needed to synthesize the given product. (1) Given the product [ClH:47].[ClH:47].[F:1][C:2]1[CH:7]=[CH:6][C:5]2[N:8]=[C:26]([C@@H:25]([NH2:24])[CH3:29])[N:9]([C:10]3[CH:15]=[CH:14][CH:13]=[CH:12][CH:11]=3)[C:4]=2[C:3]=1[CH3:16], predict the reactants needed to synthesize it. The reactants are: [F:1][C:2]1[C:3]([CH3:16])=[C:4]([NH:9][C:10]2[CH:15]=[CH:14][CH:13]=[CH:12][CH:11]=2)[C:5]([NH2:8])=[CH:6][CH:7]=1.C(OC([NH:24][C@@H:25]([CH3:29])[C:26](O)=O)=O)(C)(C)C.C1C=NC2N(O)N=NC=2C=1.CN1CCOCC1.[ClH:47].CN(C)CCCN=C=NCC. (2) Given the product [Br:22][C:19]1[CH:20]=[CH:21][C:16]([C:15]2([C:14]([O:13][CH2:11][CH3:12])=[O:23])[CH2:27][CH2:26][CH2:25]2)=[CH:17][CH:18]=1, predict the reactants needed to synthesize it. The reactants are: C[Si](C)(C)[N-][Si](C)(C)C.[Li+].[CH2:11]([O:13][C:14](=[O:23])[CH2:15][C:16]1[CH:21]=[CH:20][C:19]([Br:22])=[CH:18][CH:17]=1)[CH3:12].Br[CH2:25][CH2:26][CH2:27]Br.[Cl-].[NH4+]. (3) The reactants are: Cl[CH2:2][C:3]1[CH:4]=[C:5]2[CH:11]=[C:10]([CH:12]([C:19]3[CH:24]=[CH:23][C:22]([S:25]([CH3:28])(=[O:27])=[O:26])=[CH:21][CH:20]=3)[CH2:13][CH:14]3[CH2:18][CH2:17][CH2:16][CH2:15]3)[NH:9][C:6]2=[N:7][CH:8]=1.[C-:29]#[N:30].[Na+]. Given the product [CH:14]1([CH2:13][CH:12]([C:10]2[NH:9][C:6]3=[N:7][CH:8]=[C:3]([CH2:2][C:29]#[N:30])[CH:4]=[C:5]3[CH:11]=2)[C:19]2[CH:24]=[CH:23][C:22]([S:25]([CH3:28])(=[O:27])=[O:26])=[CH:21][CH:20]=2)[CH2:18][CH2:17][CH2:16][CH2:15]1, predict the reactants needed to synthesize it.